From a dataset of Full USPTO retrosynthesis dataset with 1.9M reactions from patents (1976-2016). Predict the reactants needed to synthesize the given product. (1) Given the product [CH3:1][O:2][C:3](=[O:45])[NH:4][C@H:5]([C:10]([NH:12][N:13]([CH2:37][C:38]1[CH:43]=[CH:42][C:41]([C:51]2[CH:50]=[CH:49][C:48]3[O:47][CH2:46][O:54][C:53]=3[CH:52]=2)=[CH:40][CH:39]=1)[CH2:14][C@:15]([OH:36])([C:23](=[O:35])[NH:24][C@H:25]1[C:33]2[C:28](=[CH:29][CH:30]=[CH:31][CH:32]=2)[CH2:27][C@H:26]1[OH:34])[CH2:16][C:17]1[CH:22]=[CH:21][CH:20]=[CH:19][CH:18]=1)=[O:11])[C:6]([CH3:9])([CH3:8])[CH3:7], predict the reactants needed to synthesize it. The reactants are: [CH3:1][O:2][C:3](=[O:45])[NH:4][C@H:5]([C:10]([NH:12][N:13]([CH2:37][C:38]1[CH:43]=[CH:42][C:41](Br)=[CH:40][CH:39]=1)[CH2:14][C@:15]([OH:36])([C:23](=[O:35])[NH:24][C@H:25]1[C:33]2[C:28](=[CH:29][CH:30]=[CH:31][CH:32]=2)[CH2:27][C@H:26]1[OH:34])[CH2:16][C:17]1[CH:22]=[CH:21][CH:20]=[CH:19][CH:18]=1)=[O:11])[C:6]([CH3:9])([CH3:8])[CH3:7].[CH2:46]1[O:54][C:53]2[CH:52]=[CH:51][C:50](B(O)O)=[CH:49][C:48]=2[O:47]1.C([O-])([O-])=O.[Na+].[Na+].CCO. (2) The reactants are: [NH2:1][CH:2]1[C:8]2[CH:9]=[CH:10][C:11]([Cl:13])=[CH:12][C:7]=2[S:6](=[O:15])(=[O:14])[N:5]([CH3:16])[C:4]2[CH:17]=[CH:18][CH:19]=[CH:20][C:3]1=2.C(N(CC)CC)C.O=[CH:29][CH2:30][CH2:31][CH2:32][O:33][CH2:34][C:35]([O:37][C:38]([CH3:41])([CH3:40])[CH3:39])=[O:36].C(O[BH-](OC(=O)C)OC(=O)C)(=O)C.[Na+]. Given the product [Cl:13][C:11]1[CH:10]=[CH:9][C:8]2[CH:2]([NH:1][CH2:29][CH2:30][CH2:31][CH2:32][O:33][CH2:34][C:35]([O:37][C:38]([CH3:39])([CH3:41])[CH3:40])=[O:36])[C:3]3[CH:20]=[CH:19][CH:18]=[CH:17][C:4]=3[N:5]([CH3:16])[S:6](=[O:15])(=[O:14])[C:7]=2[CH:12]=1, predict the reactants needed to synthesize it. (3) Given the product [Cl:49][C:50]1[N:55]=[C:54]2[N:56]=[C:57]([CH:59]([NH:61][C:5](=[O:7])[C:4]3[CH:8]=[CH:9][C:10]([C:11]([N:13]4[CH2:17][CH2:16][CH2:15][CH2:14]4)=[O:12])=[C:2]([CH3:1])[CH:3]=3)[CH3:60])[NH:58][C:53]2=[CH:52][CH:51]=1, predict the reactants needed to synthesize it. The reactants are: [CH3:1][C:2]1[CH:3]=[C:4]([CH:8]=[CH:9][C:10]=1[C:11]([N:13]1[CH2:17][CH2:16][CH2:15][CH2:14]1)=[O:12])[C:5]([OH:7])=O.CN(C(ON1N=NC2C=CC=CC1=2)=[N+](C)C)C.[B-](F)(F)(F)F.C(N(C(C)C)CC)(C)C.[Cl:49][C:50]1[N:55]=[C:54]2[N:56]=[C:57]([CH:59]([NH2:61])[CH3:60])[NH:58][C:53]2=[CH:52][CH:51]=1.ClCl. (4) Given the product [F:61][C:60]([F:63])([F:62])[C:58]([OH:64])=[O:59].[F:8][C:9]1[CH:14]=[CH:13][C:12]([C@H:15]([N:17]2[CH2:56][CH2:55][C:21]3[CH:22]=[C:23]4[C:27](=[CH:28][C:20]=3[NH:19][C:18]2=[O:57])[NH:26][N:25]=[C:24]4[C:48]2[CH:53]=[CH:52][N:51]=[C:50]([CH3:54])[CH:49]=2)[CH3:16])=[CH:11][CH:10]=1, predict the reactants needed to synthesize it. The reactants are: C([SiH](CC)CC)C.[F:8][C:9]1[CH:14]=[CH:13][C:12]([C@H:15]([N:17]2[CH2:56][CH2:55][C:21]3[CH:22]=[C:23]4[C:27](=[CH:28][C:20]=3[NH:19][C:18]2=[O:57])[N:26](C(C2C=CC=CC=2)(C2C=CC=CC=2)C2C=CC=CC=2)[N:25]=[C:24]4[C:48]2[CH:53]=[CH:52][N:51]=[C:50]([CH3:54])[CH:49]=2)[CH3:16])=[CH:11][CH:10]=1.[C:58]([OH:64])([C:60]([F:63])([F:62])[F:61])=[O:59]. (5) Given the product [CH2:6]([C:5]1[CH:4]=[C:3]([O:2][CH3:1])[CH:11]=[CH:10][C:9]=1[C:8]([OH:12])=[O:7])[C:13]1[CH:14]=[CH:15][CH:16]=[CH:17][CH:18]=1, predict the reactants needed to synthesize it. The reactants are: [CH3:1][O:2][C:3]1[CH:4]=[C:5]2[C:9](=[CH:10][CH:11]=1)[C:8](=[O:12])[O:7][CH:6]2[C:13]1[CH:18]=[CH:17][CH:16]=[CH:15][CH:14]=1. (6) Given the product [CH2:25]([C:27]1[C:35]([F:36])=[C:34]([S:37]([CH3:40])(=[O:39])=[O:38])[CH:33]=[CH:32][C:28]=1[C:29]([N:4]1[CH2:5][C:6]2[CH:11]=[C:10]([C:12]([O:14][CH3:15])=[O:13])[CH:9]=[CH:8][C:7]=2[O:1][CH2:2][CH2:3]1)=[O:30])[CH3:26], predict the reactants needed to synthesize it. The reactants are: [O:1]1[C:7]2[CH:8]=[CH:9][C:10]([C:12]([O:14][CH3:15])=[O:13])=[CH:11][C:6]=2[CH2:5][NH:4][CH2:3][CH2:2]1.CCN(C(C)C)C(C)C.[CH2:25]([C:27]1[C:35]([F:36])=[C:34]([S:37]([CH3:40])(=[O:39])=[O:38])[CH:33]=[CH:32][C:28]=1[C:29](O)=[O:30])[CH3:26].CN(C(ON1N=NC2C=CC=NC1=2)=[N+](C)C)C.F[P-](F)(F)(F)(F)F. (7) Given the product [ClH:41].[OH:29][C:20]1[CH:21]=[CH:22][C:23]([C:25](=[NH:28])[NH:26][OH:27])=[CH:24][C:19]=1[S:16]([NH:15][CH2:14][CH2:13][C:12]1[CH:11]=[CH:10][C:9]([C:30]2[CH:35]=[CH:34][CH:33]=[CH:32][C:31]=2[S:36]([CH3:39])(=[O:37])=[O:38])=[CH:8][C:7]=1[O:6][CH2:5][C:4]([O:3][CH2:1][CH2:2][CH2:42][CH3:43])=[O:40])(=[O:18])=[O:17], predict the reactants needed to synthesize it. The reactants are: [CH2:1]([O:3][C:4](=[O:40])[CH2:5][O:6][C:7]1[CH:8]=[C:9]([C:30]2[CH:35]=[CH:34][CH:33]=[CH:32][C:31]=2[S:36]([CH3:39])(=[O:38])=[O:37])[CH:10]=[CH:11][C:12]=1[CH2:13][CH2:14][NH:15][S:16]([C:19]1[CH:24]=[C:23]([C:25](=[NH:28])[NH:26][OH:27])[CH:22]=[CH:21][C:20]=1[OH:29])(=[O:18])=[O:17])[CH3:2].[ClH:41].[CH2:42](O)[CH2:43]CC. (8) Given the product [F:25][CH:26]([F:37])[O:27][C:28]1[CH:29]=[C:30]([C:31]2[O:1][N:2]=[C:3]([C:5]3[CH:13]=[CH:12][C:11]4[N:10]5[CH2:14][CH2:15][CH:16]([CH2:17][C:18]([OH:20])=[O:19])[C:9]5=[CH:8][C:7]=4[CH:6]=3)[N:4]=2)[CH:34]=[CH:35][CH:36]=1, predict the reactants needed to synthesize it. The reactants are: [OH:1][N:2]=[C:3]([C:5]1[CH:13]=[CH:12][C:11]2[N:10]3[CH2:14][CH2:15][CH:16]([CH2:17][C:18]([O:20]C(C)(C)C)=[O:19])[C:9]3=[CH:8][C:7]=2[CH:6]=1)[NH2:4].[F:25][CH:26]([F:37])[O:27][C:28]1[CH:29]=[C:30]([CH:34]=[CH:35][CH:36]=1)[C:31](O)=O. (9) Given the product [CH:1]1([NH:4][C:6]2[S:5][CH2:11][C:9](=[O:10])[N:8]=2)[CH2:3][CH2:2]1, predict the reactants needed to synthesize it. The reactants are: [CH:1]1([NH2:4])[CH2:3][CH2:2]1.[S:5]1[CH2:11][C:9](=[O:10])[NH:8][C:6]1=S.CCN(C(C)C)C(C)C. (10) Given the product [CH2:12]([O:19][C:20]1[CH:21]=[C:22]([CH:23]([C:7]2[S:8][CH:9]=[CH:10][N:11]=2)[OH:24])[CH:25]=[CH:26][C:27]=1[N+:28]([O-:30])=[O:29])[C:13]1[CH:14]=[CH:15][CH:16]=[CH:17][CH:18]=1, predict the reactants needed to synthesize it. The reactants are: [Li]CCCC.Br[C:7]1[S:8][CH:9]=[CH:10][N:11]=1.[CH2:12]([O:19][C:20]1[CH:21]=[C:22]([CH:25]=[CH:26][C:27]=1[N+:28]([O-:30])=[O:29])[CH:23]=[O:24])[C:13]1[CH:18]=[CH:17][CH:16]=[CH:15][CH:14]=1.[NH4+].[Cl-].